Dataset: Forward reaction prediction with 1.9M reactions from USPTO patents (1976-2016). Task: Predict the product of the given reaction. (1) Given the reactants [OH:1][CH2:2][CH:3]([NH:7][C:8]([C:10]1[C:11]2[C:16]([N:17]=[C:18]3[C:23]=1[CH:22]=[CH:21][CH:20]=[CH:19]3)=[CH:15][CH:14]=[CH:13][CH:12]=2)=[O:9])[CH:4]([OH:6])[CH3:5].[CH3:24][O:25][C:26]1(OC)[CH:45]=[CH:44][C:29]([C:30](Cl)([C:37]2[CH:42]=[CH:41][CH:40]=[CH:39][CH:38]=2)[C:31]2[CH:36]=[CH:35][CH:34]=[CH:33][CH:32]=2)=[CH:28][CH2:27]1.[CH3:48][OH:49], predict the reaction product. The product is: [OH:6][CH:4]([CH3:5])[CH:3]([NH:7][C:8]([C:10]1[C:23]2[C:18]([N:17]=[C:16]3[C:11]=1[CH:12]=[CH:13][CH:14]=[CH:15]3)=[CH:19][CH:20]=[CH:21][CH:22]=2)=[O:9])[CH2:2][O:1][C:30]([C:37]1[CH:42]=[CH:41][CH:40]=[CH:39][CH:38]=1)([C:31]1[CH:32]=[CH:33][C:34]([O:49][CH3:48])=[CH:35][CH:36]=1)[C:29]1[CH:44]=[CH:45][C:26]([O:25][CH3:24])=[CH:27][CH:28]=1. (2) The product is: [CH:1]12[CH2:10][CH:5]3[CH2:6][CH:7]([CH2:9][CH:3]([CH2:4]3)[CH:2]1[NH:11][C:12]([C:14]1[CH:15]=[N:16][N:17]([C:20]3[CH:25]=[CH:24][CH:23]=[CH:22][CH:21]=3)[C:18]=1[NH:26][CH2:27][CH:28]([OH:30])[CH3:29])=[O:13])[CH2:8]2. Given the reactants [CH:1]12[CH2:10][CH:5]3[CH2:6][CH:7]([CH2:9][CH:3]([CH2:4]3)[CH:2]1[NH:11][C:12]([C:14]1[CH:15]=[N:16][N:17]([C:20]3[CH:25]=[CH:24][CH:23]=[CH:22][CH:21]=3)[C:18]=1Cl)=[O:13])[CH2:8]2.[NH2:26][CH2:27][CH:28]([OH:30])[CH3:29], predict the reaction product.